The task is: Binary Classification. Given a miRNA mature sequence and a target amino acid sequence, predict their likelihood of interaction.. This data is from Experimentally validated miRNA-target interactions with 360,000+ pairs, plus equal number of negative samples. The miRNA is hsa-miR-155-5p with sequence UUAAUGCUAAUCGUGAUAGGGGUU. The protein sequence of the target gene is MELFQAKDHYILQQGERALWCSRRDGGLQLRPATDLLLAWNPICLGLVEGVIGKIQLHSDLPWWLILIRQKALVGKLPGDHEVCKVTKIAVLSLSEMEPQDLELELCKKHHFGINKPEKIIPSPDDSKFLLKTFTHIKSNVSAPNKKKVKESKEKEKLERRLLEELLKMFMDSESFYYSLTYDLTNSVQRQSTGERDGRPLWQKVDDRFFWNKYMIQDLTEIGTPDVDFWIIPMIQGFVQIEELVVNYTESSDDEKSSPETPPQESTCVDDIHPRFLVALISRRSRHRAGMRYKRRGVDK.... Result: 1 (interaction).